From a dataset of NCI-60 drug combinations with 297,098 pairs across 59 cell lines. Regression. Given two drug SMILES strings and cell line genomic features, predict the synergy score measuring deviation from expected non-interaction effect. Drug 1: CCC1=CC2CC(C3=C(CN(C2)C1)C4=CC=CC=C4N3)(C5=C(C=C6C(=C5)C78CCN9C7C(C=CC9)(C(C(C8N6C)(C(=O)OC)O)OC(=O)C)CC)OC)C(=O)OC.C(C(C(=O)O)O)(C(=O)O)O. Drug 2: C1C(C(OC1N2C=NC(=NC2=O)N)CO)O. Cell line: EKVX. Synergy scores: CSS=29.2, Synergy_ZIP=-0.271, Synergy_Bliss=-2.30, Synergy_Loewe=-19.4, Synergy_HSA=-2.46.